Dataset: Reaction yield outcomes from USPTO patents with 853,638 reactions. Task: Predict the reaction yield, written as a fraction of the theoretical maximum amount of product (1.0 means a 100% yield; for example, 0.34 means a 34% yield). (1) The reactants are Cl[C:2]1[C:11]([CH:12]=[O:13])=[CH:10][C:9]2[C:4](=[CH:5][CH:6]=[C:7]([O:14][CH3:15])[CH:8]=2)[N:3]=1.[CH2:16]([NH2:18])[CH3:17]. The catalyst is C1COCC1. The product is [CH2:16]([NH:18][C:2]1[C:11]([CH:12]=[O:13])=[CH:10][C:9]2[C:4](=[CH:5][CH:6]=[C:7]([O:14][CH3:15])[CH:8]=2)[N:3]=1)[CH3:17]. The yield is 0.760. (2) The reactants are [F:1][C:2]1[CH:7]=[C:6]([F:8])[CH:5]=[CH:4][C:3]=1[C:9]1[C:10]2[CH:22]=[CH:21][C:20](=[O:23])[N:19]([C:24]3[CH:29]=[CH:28][CH:27]=[CH:26][C:25]=3[F:30])[C:11]=2[N:12]=[C:13](S(C)(=O)=O)[N:14]=1.[CH2:31]([NH2:34])[CH2:32][NH2:33]. The catalyst is C1COCC1. The product is [NH2:33][CH2:32][CH2:31][NH:34][C:13]1[N:14]=[C:9]([C:3]2[CH:4]=[CH:5][C:6]([F:8])=[CH:7][C:2]=2[F:1])[C:10]2[CH:22]=[CH:21][C:20](=[O:23])[N:19]([C:24]3[CH:29]=[CH:28][CH:27]=[CH:26][C:25]=3[F:30])[C:11]=2[N:12]=1. The yield is 1.00. (3) The reactants are Br[C:2]1[CH:3]=[C:4]2[C:9](=[CH:10][CH:11]=1)[N:8]=[CH:7][NH:6][C:5]2=[O:12].[C:13]1(B(O)O)[C:22]2[C:17](=[CH:18][CH:19]=[CH:20][CH:21]=2)[CH:16]=[CH:15][CH:14]=1.C(=O)([O-])[O-].[K+].[K+].C1(P(C2C=CC=CC=2)C2C=CC=CC=2)C=CC=CC=1.C(=O)(O)[O-]. The catalyst is CN(C)C(=O)C.C(O)C.O.C1C=CC(/C=C/C(/C=C/C2C=CC=CC=2)=O)=CC=1.C1C=CC(/C=C/C(/C=C/C2C=CC=CC=2)=O)=CC=1.C1C=CC(/C=C/C(/C=C/C2C=CC=CC=2)=O)=CC=1.[Pd].[Pd].C(Cl)Cl. The product is [CH:21]1[C:22]2[C:17](=[CH:16][CH:15]=[CH:14][CH:13]=2)[CH:18]=[CH:19][C:20]=1[C:2]1[CH:3]=[C:4]2[C:9](=[CH:10][CH:11]=1)[N:8]=[CH:7][NH:6][C:5]2=[O:12]. The yield is 0.460. (4) The reactants are [Br:1][C:2]1[CH:3]=[C:4]([NH:13][CH:14]2[CH2:19][CH2:18][O:17][CH2:16][CH2:15]2)[C:5]([CH3:12])=[C:6]([CH:11]=1)[C:7]([O:9][CH3:10])=[O:8].[C:20](O)([C:22]([F:25])([F:24])[F:23])=O.[BH4-].[Na+].[OH-].[Na+]. The catalyst is Cl. The product is [Br:1][C:2]1[CH:3]=[C:4]([N:13]([CH:14]2[CH2:19][CH2:18][O:17][CH2:16][CH2:15]2)[CH2:20][C:22]([F:25])([F:24])[F:23])[C:5]([CH3:12])=[C:6]([CH:11]=1)[C:7]([O:9][CH3:10])=[O:8]. The yield is 0.910. (5) The yield is 0.710. The product is [F:1][C:2]1[CH:3]=[CH:4][C:5]([N:13]2[N:14]=[CH:15][CH:16]=[N:12]2)=[C:6]([CH:10]=1)[C:7]([OH:9])=[O:8]. The catalyst is O.[Cu]I.CN(C=O)C. The reactants are [F:1][C:2]1[CH:3]=[CH:4][C:5](I)=[C:6]([CH:10]=1)[C:7]([OH:9])=[O:8].[N:12]1[NH:13][N:14]=[CH:15][CH:16]=1.C([O-])([O-])=O.[Cs+].[Cs+].CN[C@@H]1CCCC[C@H]1NC.